From a dataset of Peptide-MHC class II binding affinity with 134,281 pairs from IEDB. Regression. Given a peptide amino acid sequence and an MHC pseudo amino acid sequence, predict their binding affinity value. This is MHC class II binding data. (1) The binding affinity (normalized) is 0. The peptide sequence is ITAMSEVQKVSQPAT. The MHC is HLA-DQA10104-DQB10503 with pseudo-sequence HLA-DQA10104-DQB10503. (2) The peptide sequence is APADDKFTVFEAAFN. The MHC is DRB3_0101 with pseudo-sequence DRB3_0101. The binding affinity (normalized) is 0.360. (3) The peptide sequence is SIPTPSNREETQQKS. The MHC is DRB1_0405 with pseudo-sequence DRB1_0405. The binding affinity (normalized) is 0.310. (4) The peptide sequence is DSRLTTVTIAITVAA. The MHC is H-2-IAd with pseudo-sequence H-2-IAd. The binding affinity (normalized) is 0.333. (5) The peptide sequence is KLNHYSFGDVKGELIDQLGV. The MHC is DRB1_1501 with pseudo-sequence DRB1_1501. The binding affinity (normalized) is 0.195. (6) The peptide sequence is YKRQLMNILGAVYRY. The MHC is DRB4_0101 with pseudo-sequence DRB4_0103. The binding affinity (normalized) is 0.290.